This data is from Reaction yield outcomes from USPTO patents with 853,638 reactions. The task is: Predict the reaction yield, written as a fraction of the theoretical maximum amount of product (1.0 means a 100% yield; for example, 0.34 means a 34% yield). The yield is 0.395. The catalyst is C(#N)C.O. The product is [CH3:2][N:1]([C:21]([O:20][CH:16]([O:15][C:7]([C:8]1[CH:13]=[CH:12][CH:11]=[CH:10][CH:9]=1)=[O:14])[CH:17]([CH3:19])[CH3:18])=[O:22])[CH2:3][C:4]([OH:6])=[O:5]. The reactants are [NH:1]([CH2:3][C:4]([OH:6])=[O:5])[CH3:2].[C:7]([O:15][CH:16]([O:20][C:21](ON1C(=O)CCC1=O)=[O:22])[CH:17]([CH3:19])[CH3:18])(=[O:14])[C:8]1[CH:13]=[CH:12][CH:11]=[CH:10][CH:9]=1.